From a dataset of Full USPTO retrosynthesis dataset with 1.9M reactions from patents (1976-2016). Predict the reactants needed to synthesize the given product. (1) Given the product [F:1][C:2]1[CH:7]=[CH:6][C:5]([S:8]([C:11]2[CH:12]=[CH:13][C:14]([CH2:21][CH2:22][CH3:23])=[C:15]([S:17]([NH:32][CH2:31][CH2:30][CH2:29][N:24]3[CH:28]=[CH:27][N:26]=[CH:25]3)(=[O:19])=[O:18])[CH:16]=2)(=[O:10])=[O:9])=[CH:4][CH:3]=1, predict the reactants needed to synthesize it. The reactants are: [F:1][C:2]1[CH:7]=[CH:6][C:5]([S:8]([C:11]2[CH:12]=[CH:13][C:14]([CH2:21][CH2:22][CH3:23])=[C:15]([S:17](Cl)(=[O:19])=[O:18])[CH:16]=2)(=[O:10])=[O:9])=[CH:4][CH:3]=1.[N:24]1([CH2:29][CH2:30][CH2:31][NH2:32])[CH:28]=[CH:27][N:26]=[CH:25]1. (2) Given the product [C:30]([O:29][CH2:28][CH2:27][CH2:11][CH2:10][CH2:9][CH2:8][CH2:7][CH2:6][C:5]([OH:4])=[O:21])(=[O:31])[CH3:32], predict the reactants needed to synthesize it. The reactants are: C([O:4][CH2:5][CH2:6][CH2:7][CH2:8][CH2:9][CH2:10][CH2:11]CC=C)(=O)C.OOS([O-])=O.[K+].[O-:21]S([O-])=O.[Na+].[Na+].[CH3:27][CH2:28][O:29][C:30]([CH3:32])=[O:31]. (3) Given the product [CH3:8][O:9][C:10](=[O:19])[C:11]1[C:16]([O:5][CH:3]2[CH2:4][O:1][CH2:2]2)=[CH:15][C:14]([Cl:18])=[N:13][CH:12]=1, predict the reactants needed to synthesize it. The reactants are: [O:1]1[CH2:4][CH:3]([OH:5])[CH2:2]1.[H-].[Na+].[CH3:8][O:9][C:10](=[O:19])[C:11]1[C:16](Cl)=[CH:15][C:14]([Cl:18])=[N:13][CH:12]=1. (4) Given the product [CH3:27][NH:28][C:18]([C:9]1[C:6]2[CH2:7][CH2:8][C:3]([O:2][CH3:1])([C:21]3[CH:22]=[CH:23][CH:24]=[CH:25][CH:26]=3)[O:4][C:5]=2[C:15]2[N:14]=[C:13]([CH3:16])[N:12]([CH3:17])[C:11]=2[CH:10]=1)=[O:20], predict the reactants needed to synthesize it. The reactants are: [CH3:1][O:2][C:3]1([C:21]2[CH:26]=[CH:25][CH:24]=[CH:23][CH:22]=2)[CH2:8][CH2:7][C:6]2[C:9]([C:18]([OH:20])=O)=[CH:10][C:11]3[N:12]([CH3:17])[C:13]([CH3:16])=[N:14][C:15]=3[C:5]=2[O:4]1.[CH3:27][N:28](C(ON1N=NC2C=CC=CC1=2)=[N+](C)C)C.[B-](F)(F)(F)F.CCN(C(C)C)C(C)C.CN.